From a dataset of Catalyst prediction with 721,799 reactions and 888 catalyst types from USPTO. Predict which catalyst facilitates the given reaction. (1) Reactant: [NH2:1][C:2]1[C:10]([F:11])=[CH:9][C:5]([C:6]([OH:8])=O)=[CH:4][C:3]=1[F:12].[F:13][C:14]([F:35])([F:34])[C:15]([C:21]1[CH:26]=[CH:25][C:24]([CH2:27][N:28]2[CH2:33][CH2:32][NH:31][CH2:30][CH2:29]2)=[CH:23][CH:22]=1)([OH:20])[C:16]([F:19])([F:18])[F:17].C(N(CC)CC)C.CCCP1(OP(CCC)(=O)OP(CCC)(=O)O1)=O.C(=O)([O-])O.[Na+]. Product: [NH2:1][C:2]1[C:3]([F:12])=[CH:4][C:5]([C:6]([N:31]2[CH2:32][CH2:33][N:28]([CH2:27][C:24]3[CH:25]=[CH:26][C:21]([C:15]([OH:20])([C:16]([F:17])([F:18])[F:19])[C:14]([F:35])([F:13])[F:34])=[CH:22][CH:23]=3)[CH2:29][CH2:30]2)=[O:8])=[CH:9][C:10]=1[F:11]. The catalyst class is: 4. (2) Reactant: C([N:8]1[CH:12]=[C:11]([C:13]2([OH:17])[CH2:16][O:15][CH2:14]2)[N:10]=[CH:9]1)C1C=CC=CC=1. Product: [NH:8]1[CH:12]=[C:11]([C:13]2([OH:17])[CH2:16][O:15][CH2:14]2)[N:10]=[CH:9]1. The catalyst class is: 19. (3) Reactant: [CH3:1][O:2][C:3]1[C:4]([O:24][CH3:25])=[CH:5][C:6]2[N:12]([CH3:13])[CH2:11][CH2:10][N:9]=[C:8]([C:14]3[CH:15]=[C:16]([CH:20]=[CH:21][CH:22]=3)[C:17]([OH:19])=O)[C:7]=2[CH:23]=1.Cl.[NH2:27][CH2:28][CH2:29][CH2:30][CH2:31][CH2:32][C:33]([NH2:35])=[O:34].CN1CC[O:40]CC1.F[P-](F)(F)(F)(F)F.N1(O[P+](N(C)C)(N(C)C)N(C)C)C2C=CC=CC=2N=N1. Product: [NH2:35][C:33](=[O:34])[CH2:32][CH2:31][CH2:30][CH2:29][CH2:28][NH:27][C:17](=[O:19])[C:16]1[CH:20]=[CH:21][CH:22]=[C:14]([C:8]2[C:7]3[CH:23]=[C:3]([O:2][CH3:1])[C:4]([O:24][CH3:25])=[CH:5][C:6]=3[N:12]([CH3:13])[C:11](=[O:40])[CH2:10][N:9]=2)[CH:15]=1. The catalyst class is: 851. (4) Reactant: [Cl:1][C:2]1[C:3]([CH:30]=O)=[C:4]([C:26]([F:29])([F:28])[F:27])[CH:5]=[C:6]2[C:11]=1[N:10]=[CH:9][N:8]([CH2:12][C:13]1[CH:18]=[C:17]([Cl:19])[CH:16]=[CH:15][C:14]=1[S:20]([CH2:23][CH3:24])(=[O:22])=[O:21])[C:7]2=[O:25].[NH:32]1[CH2:37][CH2:36][CH2:35][C@H:34]([NH:38][C:39](=[O:45])[O:40][C:41]([CH3:44])([CH3:43])[CH3:42])[CH2:33]1. Product: [Cl:1][C:2]1[C:3]([CH2:30][N:32]2[CH2:37][CH2:36][CH2:35][C@H:34]([NH:38][C:39](=[O:45])[O:40][C:41]([CH3:42])([CH3:44])[CH3:43])[CH2:33]2)=[C:4]([C:26]([F:27])([F:28])[F:29])[CH:5]=[C:6]2[C:11]=1[N:10]=[CH:9][N:8]([CH2:12][C:13]1[CH:18]=[C:17]([Cl:19])[CH:16]=[CH:15][C:14]=1[S:20]([CH2:23][CH3:24])(=[O:22])=[O:21])[C:7]2=[O:25]. The catalyst class is: 22. (5) Reactant: [Br:1][C:2]1[N:7]=[CH:6][C:5]([CH2:8][CH2:9][C:10]([OH:12])=O)=[CH:4][CH:3]=1.[B-](F)(F)(F)F.CCOC(C(C#N)=NOC(N(C)C)=[N+](C)C)=O.[NH:35]1[CH2:40][CH2:39][CH2:38][CH2:37][CH2:36]1. Product: [Br:1][C:2]1[N:7]=[CH:6][C:5]([CH2:8][CH2:9][C:10]([N:35]2[CH2:40][CH2:39][CH2:38][CH2:37][CH2:36]2)=[O:12])=[CH:4][CH:3]=1. The catalyst class is: 3. (6) Reactant: [C:1]([O:6][CH2:7][CH2:8][N:9]=[C:10]=[O:11])(=[O:5])[C:2]([CH3:4])=[CH2:3].[OH2:12]. Product: [C:1]([O:6][CH2:7][CH2:8][NH:9][C:10]([NH:9][CH2:8][CH2:7][O:12][C:1](=[O:5])[C:2]([CH3:4])=[CH2:3])=[O:11])(=[O:5])[C:2]([CH3:4])=[CH2:3]. The catalyst class is: 1. (7) Reactant: C(OC(=O)[NH:7][C:8]1[CH:13]=[C:12]([O:14][CH2:15][CH3:16])[C:11]([C:17]([F:20])([F:19])[F:18])=[CH:10][C:9]=1[NH:21][C:22](=[O:38])[CH2:23][C:24](=O)[C:25]1[CH:30]=[CH:29][CH:28]=[C:27]([C:31]2[CH:32]=[N:33][CH:34]=[CH:35][CH:36]=2)[CH:26]=1)(C)(C)C.C(O)(C(F)(F)F)=O. Product: [CH2:15]([O:14][C:12]1[C:11]([C:17]([F:20])([F:19])[F:18])=[CH:10][C:9]2[NH:21][C:22](=[O:38])[CH2:23][C:24]([C:25]3[CH:30]=[CH:29][CH:28]=[C:27]([C:31]4[CH:32]=[N:33][CH:34]=[CH:35][CH:36]=4)[CH:26]=3)=[N:7][C:8]=2[CH:13]=1)[CH3:16]. The catalyst class is: 2.